This data is from Peptide-MHC class I binding affinity with 185,985 pairs from IEDB/IMGT. The task is: Regression. Given a peptide amino acid sequence and an MHC pseudo amino acid sequence, predict their binding affinity value. This is MHC class I binding data. (1) The MHC is HLA-A02:02 with pseudo-sequence HLA-A02:02. The binding affinity (normalized) is 0.151. The peptide sequence is MAAEQRRSTI. (2) The peptide sequence is FDEISMATNY. The MHC is HLA-A29:02 with pseudo-sequence HLA-A29:02. The binding affinity (normalized) is 0.731. (3) The peptide sequence is LAYARGQAM. The MHC is HLA-B15:01 with pseudo-sequence HLA-B15:01. The binding affinity (normalized) is 0.808.